This data is from Reaction yield outcomes from USPTO patents with 853,638 reactions. The task is: Predict the reaction yield, written as a fraction of the theoretical maximum amount of product (1.0 means a 100% yield; for example, 0.34 means a 34% yield). (1) The reactants are Br[C:2]1[CH:22]=[CH:21][C:5]([CH2:6][N:7]([C:15](=[O:20])[CH2:16][CH2:17][CH2:18][CH3:19])[C@H:8]([C:12]([OH:14])=[O:13])[CH:9]([CH3:11])[CH3:10])=[CH:4][CH:3]=1.[NH:23]1[C:27]([C:28]2[CH:33]=[CH:32][CH:31]=[CH:30][C:29]=2B(O)O)=[N:26][N:25]=[N:24]1.C[O-].[Na+]. The catalyst is CO.[Pd](Cl)Cl.C1(P(C2C=CC=CC=2)C2C=CC=CC=2)C=CC=CC=1. The product is [CH3:19][CH2:18][CH2:17][CH2:16][C:15]([N:7]([C@H:8]([C:12]([OH:14])=[O:13])[CH:9]([CH3:11])[CH3:10])[CH2:6][C:5]1[CH:4]=[CH:3][C:2]([C:33]2[CH:32]=[CH:31][CH:30]=[CH:29][C:28]=2[C:27]2[NH:23][N:24]=[N:25][N:26]=2)=[CH:22][CH:21]=1)=[O:20]. The yield is 0.556. (2) The reactants are [NH:1]1[C:5]2=[N:6][CH:7]=[N:8][C:9]([NH2:10])=[C:4]2[CH:3]=[N:2]1.C1C(=O)N([I:18])C(=O)C1.C([O-])(O)=O.[Na+]. The catalyst is CN(C=O)C. The product is [I:18][C:3]1[C:4]2[C:5](=[N:6][CH:7]=[N:8][C:9]=2[NH2:10])[NH:1][N:2]=1. The yield is 0.690. (3) The reactants are Br[C:2]1[C:3]2[C:8]([C:9]([C:16]3[CH:21]=[CH:20][C:19]([C:22]4[CH:31]=[CH:30][C:29]5[C:24](=[CH:25][CH:26]=[CH:27][CH:28]=5)[CH:23]=4)=[CH:18][CH:17]=3)=[C:10]3[C:15]=1[CH:14]=[CH:13][CH:12]=[CH:11]3)=[CH:7][CH:6]=[CH:5][CH:4]=2.CCCCCC.C([Li])CCC.[B:43]([O:48]C)(OC)[O:44]C.Cl. The catalyst is C1(C)C=CC=CC=1.CCOCC. The product is [CH:23]1[C:24]2[C:29](=[CH:28][CH:27]=[CH:26][CH:25]=2)[CH:30]=[CH:31][C:22]=1[C:19]1[CH:20]=[CH:21][C:16]([C:9]2[C:8]3[C:3](=[CH:4][CH:5]=[CH:6][CH:7]=3)[C:2]([B:43]([OH:48])[OH:44])=[C:15]3[C:10]=2[CH:11]=[CH:12][CH:13]=[CH:14]3)=[CH:17][CH:18]=1. The yield is 0.670.